Dataset: Experimental lipophilicity measurements (octanol/water distribution) for 4,200 compounds from AstraZeneca. Task: Regression/Classification. Given a drug SMILES string, predict its absorption, distribution, metabolism, or excretion properties. Task type varies by dataset: regression for continuous measurements (e.g., permeability, clearance, half-life) or binary classification for categorical outcomes (e.g., BBB penetration, CYP inhibition). For this dataset (lipophilicity_astrazeneca), we predict Y. (1) The Y is 1.94 logD. The compound is CS(=O)(=O)Cc1cc(N2CCOCC2)nc(-c2ccccc2)n1. (2) The molecule is O=C(O)c1ccccc1Cn1nnc(-c2cccc(OCc3ccc4ccccc4n3)c2)n1. The Y is 2.10 logD. (3) The drug is Nc1nc(O)c2ncn(COCCO)c2n1. The Y is -1.42 logD. (4) The molecule is CCN(CC)C(=O)c1ccc(C(=C2CCNCC2)c2ccccc2OC)cc1. The Y is 1.00 logD. (5) The molecule is CN1[C@H]2CC[C@@H]1C[C@H](OC(c1ccccc1)c1ccccc1)C2. The Y is 1.49 logD.